Dataset: Reaction yield outcomes from USPTO patents with 853,638 reactions. Task: Predict the reaction yield, written as a fraction of the theoretical maximum amount of product (1.0 means a 100% yield; for example, 0.34 means a 34% yield). The reactants are [Li]CCCC.CC1(C)CCCC(C)(C)N1.[Br:16][C:17]1[CH:26]=[CH:25][C:24]2[C:19](=[CH:20][CH:21]=[C:22]([O:27][CH3:28])[CH:23]=2)[N:18]=1.[B:29](OC)([O:32]C)[O:30]C.[OH-].[Na+]. The catalyst is C1COCC1.CCOCC.O. The product is [Br:16][C:17]1[C:26]([B:29]([OH:32])[OH:30])=[CH:25][C:24]2[C:19](=[CH:20][CH:21]=[C:22]([O:27][CH3:28])[CH:23]=2)[N:18]=1. The yield is 0.860.